Predict the reaction yield, written as a fraction of the theoretical maximum amount of product (1.0 means a 100% yield; for example, 0.34 means a 34% yield). From a dataset of Reaction yield outcomes from USPTO patents with 853,638 reactions. (1) The yield is 0.660. The catalyst is C1C=CC([P]([Pd]([P](C2C=CC=CC=2)(C2C=CC=CC=2)C2C=CC=CC=2)([P](C2C=CC=CC=2)(C2C=CC=CC=2)C2C=CC=CC=2)[P](C2C=CC=CC=2)(C2C=CC=CC=2)C2C=CC=CC=2)(C2C=CC=CC=2)C2C=CC=CC=2)=CC=1.COCCOC. The reactants are Br[C:2]1[CH:7]=[CH:6][C:5]([C:8](=[C:16]2[CH2:21][C:20]([CH3:23])([CH3:22])[CH2:19][C:18]([CH3:25])([CH3:24])[CH2:17]2)[C:9]2[CH:14]=[CH:13][C:12]([OH:15])=[CH:11][CH:10]=2)=[CH:4][CH:3]=1.[OH:26][CH2:27][C:28]1[CH:29]=[C:30](B(O)O)[CH:31]=[CH:32][CH:33]=1.C([O-])([O-])=O.[Na+].[Na+]. The product is [OH:26][CH2:27][C:28]1[CH:33]=[C:32]([C:2]2[CH:7]=[CH:6][C:5]([C:8](=[C:16]3[CH2:21][C:20]([CH3:23])([CH3:22])[CH2:19][C:18]([CH3:24])([CH3:25])[CH2:17]3)[C:9]3[CH:14]=[CH:13][C:12]([OH:15])=[CH:11][CH:10]=3)=[CH:4][CH:3]=2)[CH:31]=[CH:30][CH:29]=1. (2) The reactants are [CH:1]([C:4]1[CH:9]=[CH:8][C:7]([NH2:10])=[CH:6][CH:5]=1)=[CH:2][CH3:3].C(N(CC)CC)C.[C:18]([O:22][C:23](O[C:23]([O:22][C:18]([CH3:21])([CH3:20])[CH3:19])=[O:24])=[O:24])([CH3:21])([CH3:20])[CH3:19]. The catalyst is O1CCOCC1.O. The product is [C:18]([O:22][C:23](=[O:24])[NH:10][C:7]1[CH:8]=[CH:9][C:4]([CH:1]=[CH:2][CH3:3])=[CH:5][CH:6]=1)([CH3:21])([CH3:20])[CH3:19]. The yield is 0.900. (3) The reactants are Cl.[NH2:2][OH:3].C([O-])(O)=O.[Na+].[C:9](O[C:9]([O:11][C:12]([CH3:15])([CH3:14])[CH3:13])=[O:10])([O:11][C:12]([CH3:15])([CH3:14])[CH3:13])=[O:10]. The catalyst is O.C(Cl)Cl. The product is [OH:3][NH:2][C:9](=[O:10])[O:11][C:12]([CH3:15])([CH3:14])[CH3:13]. The yield is 0.610. (4) The reactants are [CH3:1][C:2]1([CH3:16])[C:11]2[C:6](=[CH:7][C:8]([NH:12]C(=O)C)=[CH:9][CH:10]=2)[O:5][CH2:4][CH2:3]1.[OH-].[Na+]. The catalyst is Cl. The product is [CH3:1][C:2]1([CH3:16])[C:11]2[C:6](=[CH:7][C:8]([NH2:12])=[CH:9][CH:10]=2)[O:5][CH2:4][CH2:3]1. The yield is 0.920.